This data is from Full USPTO retrosynthesis dataset with 1.9M reactions from patents (1976-2016). The task is: Predict the reactants needed to synthesize the given product. (1) Given the product [NH2:13][C:4]1[C:5]([OH:12])=[C:6]([CH:11]=[C:2]([Cl:1])[CH:3]=1)[C:7]([O:9][CH3:10])=[O:8], predict the reactants needed to synthesize it. The reactants are: [Cl:1][C:2]1[CH:3]=[C:4]([N+:13]([O-])=O)[C:5]([OH:12])=[C:6]([CH:11]=1)[C:7]([O:9][CH3:10])=[O:8]. (2) Given the product [Br:1][C:2]1[CH:3]=[C:4]([CH:7]=[CH:8][C:9]=1[O:10][CH2:18][CH2:19][CH2:20][CH3:21])[C:5]#[N:6], predict the reactants needed to synthesize it. The reactants are: [Br:1][C:2]1[CH:3]=[C:4]([CH:7]=[CH:8][C:9]=1[OH:10])[C:5]#[N:6].C(=O)([O-])[O-].[K+].[K+].Br[CH2:18][CH2:19][CH2:20][CH3:21].CCOC(C)=O. (3) Given the product [CH:1]1([C:4]2[N:8]=[C:7]([C:9]3[C:13]4[CH2:14][O:15][CH2:16][CH2:17][C:12]=4[S:11][C:10]=3[NH:18][C:19]([C:21]3[CH2:25][CH2:24][CH2:23][CH2:29][C:22]=3[C:26]([OH:28])=[O:27])=[O:20])[O:6][N:5]=2)[CH2:2][CH2:3]1, predict the reactants needed to synthesize it. The reactants are: [CH:1]1([C:4]2[N:8]=[C:7]([C:9]3[C:13]4[CH2:14][O:15][CH2:16][CH2:17][C:12]=4[S:11][C:10]=3[NH:18][C:19]([C:21]3[CH2:25][CH2:24][CH2:23][C:22]=3[C:26]([OH:28])=[O:27])=[O:20])[O:6][N:5]=2)[CH2:3][CH2:2]1.[C:29]12C(=O)OC(=O)C=1CCCC2. (4) Given the product [F:44][C:37]1[CH:38]=[C:39]([O:53][CH3:52])[C:40]([F:42])=[CH:41][C:36]=1[CH2:35][O:34][CH2:33][C@@H:9]1[CH2:10][C@@H:11]([S:13][C:14]([C:27]2[CH:32]=[CH:31][CH:30]=[CH:29][CH:28]=2)([C:15]2[CH:20]=[CH:19][CH:18]=[CH:17][CH:16]=2)[C:21]2[CH:26]=[CH:25][CH:24]=[CH:23][CH:22]=2)[CH2:12][N:8]1[C:6]1[CH:5]=[CH:4][N:3]=[C:2]([O:46][CH3:45])[N:7]=1, predict the reactants needed to synthesize it. The reactants are: Cl[C:2]1[N:7]=[C:6]([N:8]2[CH2:12][C@H:11]([S:13][C:14]([C:27]3[CH:32]=[CH:31][CH:30]=[CH:29][CH:28]=3)([C:21]3[CH:26]=[CH:25][CH:24]=[CH:23][CH:22]=3)[C:15]3[CH:20]=[CH:19][CH:18]=[CH:17][CH:16]=3)[CH2:10][C@H:9]2[CH2:33][O:34][CH2:35][C:36]2[CH:41]=[C:40]([F:42])[C:39](F)=[CH:38][C:37]=2[F:44])[CH:5]=[CH:4][N:3]=1.[CH3:45][OH:46].[H-].[Na+].CN([CH:52]=[O:53])C. (5) Given the product [CH3:1][O:2][N:3]([CH3:17])[C:4]1[N:5]=[CH:6][C:7]([CH2:8][OH:9])=[C:13]([NH:15][CH3:16])[CH:14]=1, predict the reactants needed to synthesize it. The reactants are: [CH3:1][O:2][N:3]([CH3:17])[C:4]1[CH:14]=[C:13]([NH:15][CH3:16])[C:7]([C:8](OCC)=[O:9])=[CH:6][N:5]=1.[H-].[H-].[H-].[H-].[Li+].[Al+3]. (6) Given the product [Cl:17][C:18]1[CH:19]=[C:20]([CH:25]=[CH:26][C:27]=1[N:28]1[CH2:29][CH2:30][N:31]([CH2:2][C:3]2[CH:16]=[N:15][C:6]3[C:7]4[N:8]([CH:12]=[CH:13][CH:14]=4)[C:9](=[O:11])[NH:10][C:5]=3[CH:4]=2)[CH2:32][CH2:33]1)[C:21]([NH:23][CH3:24])=[O:22], predict the reactants needed to synthesize it. The reactants are: O[CH2:2][C:3]1[CH:16]=[N:15][C:6]2[C:7]3[N:8]([CH:12]=[CH:13][CH:14]=3)[C:9](=[O:11])[NH:10][C:5]=2[CH:4]=1.[Cl:17][C:18]1[CH:19]=[C:20]([CH:25]=[CH:26][C:27]=1[N:28]1[CH2:33][CH2:32][NH:31][CH2:30][CH2:29]1)[C:21]([NH:23][CH3:24])=[O:22].[I-].C(C[P+](C)(C)C)#N.C(N(C(C)C)C(C)C)C.